From a dataset of HIV replication inhibition screening data with 41,000+ compounds from the AIDS Antiviral Screen. Binary Classification. Given a drug SMILES string, predict its activity (active/inactive) in a high-throughput screening assay against a specified biological target. (1) The molecule is CC(CC(O)(C(F)(F)F)C(F)(F)F)=NN. The result is 0 (inactive). (2) The molecule is CCN(CC)CC(=O)N1CCc2c([nH]c3ccccc23)C1c1cccnc1. The result is 0 (inactive). (3) The compound is O=CCc1c2c(nc3ccccc13)C(=O)c1ccccc1C2=O. The result is 0 (inactive). (4) The molecule is O=C(O)c1ccc(NC(=O)C2C(=O)C(=O)N(c3ccc(C(=O)O)cc3)C2=O)cc1. The result is 0 (inactive). (5) The drug is Cc1ccc2c(c1)[s+]cc1c3ccccc3[nH]c21. The result is 0 (inactive). (6) The drug is COC(=NN=Cc1cccc(C(F)(F)F)c1)c1ccncc1. The result is 0 (inactive). (7) The molecule is COC(=O)C12CSCC1(C(=O)OC)NC(c1ccccc1O)C2. The result is 0 (inactive).